Task: Predict the product of the given reaction.. Dataset: Forward reaction prediction with 1.9M reactions from USPTO patents (1976-2016) Given the reactants [CH2:1]([N:10]=[C:11]=[O:12])[CH2:2][CH2:3][CH2:4][CH2:5][CH2:6][N:7]=[C:8]=[O:9].C(Cl)(=O)C1C=CC=C(C(Cl)=O)C=1.[CH2:25]([OH:30])[C:26]([F:29])([F:28])[F:27], predict the reaction product. The product is: [N:7]([CH2:6][CH2:5][CH2:4][CH2:3][CH2:2][CH2:1][NH:10][C:11](=[O:12])[O:30][CH2:25][C:26]([F:29])([F:28])[F:27])=[C:8]=[O:9].